This data is from Full USPTO retrosynthesis dataset with 1.9M reactions from patents (1976-2016). The task is: Predict the reactants needed to synthesize the given product. (1) Given the product [C:1]1([C:7]2[N:8]([CH2:25][O:26][CH2:27][CH2:28][Si:29]([CH3:32])([CH3:31])[CH3:30])[C:9]([C:18]3[CH:19]=[C:20]([NH:21][S:48]([CH3:47])(=[O:50])=[O:49])[CH:22]=[CH:23][CH:24]=3)=[C:10]([C:12]3[CH:13]=[CH:14][N:15]=[CH:16][CH:17]=3)[N:11]=2)[CH:2]=[CH:3][CH:4]=[CH:5][CH:6]=1, predict the reactants needed to synthesize it. The reactants are: [C:1]1([C:7]2[N:8]([CH2:25][O:26][CH2:27][CH2:28][Si:29]([CH3:32])([CH3:31])[CH3:30])[C:9]([C:18]3[CH:19]=[C:20]([CH:22]=[CH:23][CH:24]=3)[NH2:21])=[C:10]([C:12]3[CH:17]=[CH:16][N:15]=[CH:14][CH:13]=3)[N:11]=2)[CH:6]=[CH:5][CH:4]=[CH:3][CH:2]=1.C(N(C(C)C)CC)(C)C.C1COCC1.[CH3:47][S:48](Cl)(=[O:50])=[O:49]. (2) Given the product [C:1]([O:5][CH:6]([C:11]1[C:12]([C:24]2[CH:25]=[CH:26][C:27]([Cl:30])=[CH:28][CH:29]=2)=[C:13]2[C:20]([CH3:21])=[C:19]([CH3:22])[N:18]([CH3:23])[C:14]2=[N:15][C:16]=1[CH3:17])[C:7]([OH:9])=[O:8])([CH3:4])([CH3:2])[CH3:3], predict the reactants needed to synthesize it. The reactants are: [C:1]([O:5][CH:6]([C:11]1[C:12]([C:24]2[CH:29]=[CH:28][C:27]([Cl:30])=[CH:26][CH:25]=2)=[C:13]2[C:20]([CH3:21])=[C:19]([CH3:22])[N:18]([CH3:23])[C:14]2=[N:15][C:16]=1[CH3:17])[C:7]([O:9]C)=[O:8])([CH3:4])([CH3:3])[CH3:2].[OH-].[Na+].CO.Cl. (3) Given the product [O:37]1[C:29]2[CH:28]=[CH:27][C:32]([CH2:33][N:10]3[CH2:11][C@@H:7]([N:6]([C:4](=[O:5])[CH2:3][C:2]([CH3:26])([CH3:25])[CH3:1])[CH2:16][C:17]4[CH:22]=[CH:21][CH:20]=[C:19]([O:23][CH3:24])[CH:18]=4)[CH2:8][C@H:9]3[C:12]([O:14][CH3:15])=[O:13])=[CH:31][C:30]=2[O:35][CH2:36]1, predict the reactants needed to synthesize it. The reactants are: [CH3:1][C:2]([CH3:26])([CH3:25])[CH2:3][C:4]([N:6]([CH2:16][C:17]1[CH:22]=[CH:21][CH:20]=[C:19]([O:23][CH3:24])[CH:18]=1)[C@@H:7]1[CH2:11][NH:10][C@H:9]([C:12]([O:14][CH3:15])=[O:13])[CH2:8]1)=[O:5].[CH:27]1[C:32]([CH:33]=O)=[CH:31][C:30]2[O:35][CH2:36][O:37][C:29]=2[CH:28]=1.C(O)(=O)C.C([BH3-])#N.[Na+]. (4) Given the product [F:20][C:21]1[CH:22]=[CH:23][C:24]([C@@H:27]([N:29]2[CH2:34][CH2:33][CH2:32]/[C:31](=[CH:9]\[C:8]3[CH:11]=[CH:12][C:13]([N:14]4[C:18]([CH3:19])=[N:17][N:16]=[N:15]4)=[C:6]([O:5][CH3:4])[CH:7]=3)/[C:30]2=[O:43])[CH3:28])=[CH:25][CH:26]=1, predict the reactants needed to synthesize it. The reactants are: O.[OH-].[Li+].[CH3:4][O:5][C:6]1[CH:7]=[C:8]([CH:11]=[CH:12][C:13]=1[N:14]1[C:18]([CH3:19])=[N:17][N:16]=[N:15]1)[CH:9]=O.[F:20][C:21]1[CH:26]=[CH:25][C:24]([C@@H:27]([N:29]2[CH2:34][CH2:33][CH2:32][CH:31](P(=O)(OCC)OCC)[C:30]2=[O:43])[CH3:28])=[CH:23][CH:22]=1.C(O)C.